The task is: Regression/Classification. Given a drug SMILES string, predict its absorption, distribution, metabolism, or excretion properties. Task type varies by dataset: regression for continuous measurements (e.g., permeability, clearance, half-life) or binary classification for categorical outcomes (e.g., BBB penetration, CYP inhibition). Dataset: cyp1a2_veith.. This data is from CYP1A2 inhibition data for predicting drug metabolism from PubChem BioAssay. (1) The compound is NC1=N[C@H](c2ccc(Cl)cc2)N(c2ccc(S(N)(=O)=O)cc2)C(N)=N1. The result is 0 (non-inhibitor). (2) The drug is CCC(Sc1nc2n[nH]c(C)c2c(=N)n1-c1cccc(Cl)c1)C(=O)NCCOC. The result is 1 (inhibitor). (3) The compound is O=C(/C=C\C=C/c1ccc2c(c1)OCO2)N1CCCCC1. The result is 1 (inhibitor).